Dataset: Full USPTO retrosynthesis dataset with 1.9M reactions from patents (1976-2016). Task: Predict the reactants needed to synthesize the given product. (1) Given the product [CH:8]1([C:11]2[CH:16]=[CH:15][C:14]([CH:17]3[N:21]([CH2:22][CH2:23][C:24]4[CH:29]=[CH:28][C:27]([O:30][CH3:31])=[CH:26][CH:25]=4)[C:20](=[O:32])[C:19]4([CH2:33][CH2:34][N:35]([C:3]([N:42]5[CH2:43][CH2:47][CH2:45]5)=[O:5])[CH2:36][CH2:37]4)[N:18]3[CH3:38])=[CH:13][CH:12]=2)[CH2:10][CH2:9]1, predict the reactants needed to synthesize it. The reactants are: FC(F)(F)[C:3]([OH:5])=O.[CH:8]1([C:11]2[CH:16]=[CH:15][C:14]([CH:17]3[N:21]([CH2:22][CH2:23][C:24]4[CH:29]=[CH:28][C:27]([O:30][CH3:31])=[CH:26][CH:25]=4)[C:20](=[O:32])[C:19]4([CH2:37][CH2:36][NH:35][CH2:34][CH2:33]4)[N:18]3[CH3:38])=[CH:13][CH:12]=2)[CH2:10][CH2:9]1.C([N:42]([CH:45]([CH3:47])C)[CH2:43]C)(C)C.ClC(OC(Cl)(Cl)Cl)=O.N1CCC1. (2) Given the product [ClH:48].[Cl-:48].[NH2:7][CH:8]1[CH2:13][CH2:12][CH2:11][N@@+:10]([CH:25]([CH2:26][CH2:27][C:28]2[CH:33]=[CH:32][C:31]([O:34][CH3:35])=[CH:30][CH:29]=2)[CH2:24][CH2:23][C:20]2[CH:21]=[CH:22][C:17]([O:16][CH3:15])=[CH:18][CH:19]=2)([CH3:41])[CH2:9]1, predict the reactants needed to synthesize it. The reactants are: C(OC(=O)[NH:7][C@H:8]1[CH2:13][CH2:12][CH2:11][NH:10][CH2:9]1)(C)(C)C.[CH3:15][O:16][C:17]1[CH:22]=[CH:21][C:20]([CH2:23][CH2:24][C:25](=O)[CH2:26][CH2:27][C:28]2[CH:33]=[CH:32][C:31]([O:34][CH3:35])=[CH:30][CH:29]=2)=[CH:19][CH:18]=1.[BH4-].[Na+].IC.[C:41]([O-])([O-])=O.[K+].[K+].C(Cl)[Cl:48]. (3) Given the product [CH2:15]([O:17][C:18]([C:20]1[C:21]([N:7]([CH:8]2[CH2:13][CH2:12][CH2:11][CH2:10][CH2:9]2)[CH2:6][CH2:5][C:4]([O:3][CH2:1][CH3:2])=[O:14])=[N:22][C:23]([S:26][CH3:27])=[N:24][CH:25]=1)=[O:19])[CH3:16], predict the reactants needed to synthesize it. The reactants are: [CH2:1]([O:3][C:4](=[O:14])[CH2:5][CH2:6][NH:7][CH:8]1[CH2:13][CH2:12][CH2:11][CH2:10][CH2:9]1)[CH3:2].[CH2:15]([O:17][C:18]([C:20]1[C:21](Cl)=[N:22][C:23]([S:26][CH3:27])=[N:24][CH:25]=1)=[O:19])[CH3:16].C(N(C(C)C)CC)(C)C.